This data is from Full USPTO retrosynthesis dataset with 1.9M reactions from patents (1976-2016). The task is: Predict the reactants needed to synthesize the given product. (1) Given the product [P:11]([OH:15])([OH:14])([OH:13])=[O:12].[NH2:2][CH2:3][C:4](=[O:10])[CH2:5][CH2:6][C:7]([OH:9])=[O:8], predict the reactants needed to synthesize it. The reactants are: Cl.[NH2:2][CH2:3][C:4](=[O:10])[CH2:5][CH2:6][C:7]([OH:9])=[O:8].[P:11](=[O:15])([OH:14])([OH:13])[OH:12].C(N(CC)CC)C.C(O)C. (2) Given the product [N:34]1([CH2:33][CH2:32][O:29][C:25]2[CH:24]=[C:23]3[C:28]([C:19]([C:18]4[C:9]([C:4]5[CH:5]=[CH:6][CH:7]=[CH:8][N:3]=5)=[N:10][N:11]5[CH2:17][CH2:16][CH2:15][CH2:14][CH2:13][C:12]=45)=[CH:20][CH:21]=[N:22]3)=[CH:27][CH:26]=2)[CH2:39][CH2:38][O:37][CH2:36][CH2:35]1, predict the reactants needed to synthesize it. The reactants are: [H-].[Na+].[N:3]1[CH:8]=[CH:7][CH:6]=[CH:5][C:4]=1[C:9]1[C:18]([C:19]2[C:28]3[C:23](=[CH:24][C:25]([OH:29])=[CH:26][CH:27]=3)[N:22]=[CH:21][CH:20]=2)=[C:12]2[CH2:13][CH2:14][CH2:15][CH2:16][CH2:17][N:11]2[N:10]=1.Cl.Cl[CH2:32][CH2:33][N:34]1[CH2:39][CH2:38][O:37][CH2:36][CH2:35]1.